Dataset: Full USPTO retrosynthesis dataset with 1.9M reactions from patents (1976-2016). Task: Predict the reactants needed to synthesize the given product. (1) Given the product [I:9][C:6]1[C:7]2[O:8][C:10]([C:12]3[CH:13]=[C:14]([NH2:18])[CH:15]=[N:16][CH:17]=3)=[CH:11][C:2]=2[CH:3]=[N:4][CH:5]=1, predict the reactants needed to synthesize it. The reactants are: I[C:2]1[CH:3]=[N:4][CH:5]=[C:6]([I:9])[C:7]=1[OH:8].[C:10]([C:12]1[CH:13]=[C:14]([NH2:18])[CH:15]=[N:16][CH:17]=1)#[CH:11]. (2) Given the product [NH2:8][C:7]1[CH:6]=[CH:5][C:4]([C:9]([C:11]2[CH:20]=[CH:19][CH:18]=[CH:17][C:12]=2[C:13]([O:15][CH3:16])=[O:14])=[O:10])=[CH:3][C:2]=1[NH:1][C:21]([O:23][C:24]([CH3:27])([CH3:26])[CH3:25])=[O:22], predict the reactants needed to synthesize it. The reactants are: [NH2:1][C:2]1[CH:3]=[C:4]([C:9]([C:11]2[CH:20]=[CH:19][CH:18]=[CH:17][C:12]=2[C:13]([O:15][CH3:16])=[O:14])=[O:10])[CH:5]=[CH:6][C:7]=1[NH2:8].[C:21](O[C:21]([O:23][C:24]([CH3:27])([CH3:26])[CH3:25])=[O:22])([O:23][C:24]([CH3:27])([CH3:26])[CH3:25])=[O:22]. (3) Given the product [CH:32]1([C:29]2[CH:30]=[CH:31][C:26]([C:6]3([O:24][CH3:25])[C@H:5]([OH:4])[C@@H:10]([OH:11])[C@H:9]([OH:15])[C@@H:8]([CH2:19][OH:20])[O:7]3)=[CH:27][C:28]=2[CH2:35][C:36]2[CH:45]=[CH:44][C:39]3[O:40][CH2:41][CH2:42][O:43][C:38]=3[CH:37]=2)[CH2:34][CH2:33]1, predict the reactants needed to synthesize it. The reactants are: C([O:4][C@@H:5]1[C@@H:10]([O:11]C(=O)C)[C@H:9]([O:15]C(=O)C)[C@@H:8]([CH2:19][O:20]C(=O)C)[O:7][C:6]1([C:26]1[CH:31]=[CH:30][C:29]([CH:32]2[CH2:34][CH2:33]2)=[C:28]([CH2:35][C:36]2[CH:45]=[CH:44][C:39]3[O:40][CH2:41][CH2:42][O:43][C:38]=3[CH:37]=2)[CH:27]=1)[O:24][CH3:25])(=O)C.O[Li].O. (4) Given the product [CH2:1]([O:3][C:4]1[CH:9]=[CH:8][C:7]([C:10]2[Se:14][C:13]([CH2:15][OH:16])=[CH:12][CH:11]=2)=[C:6]([F:17])[C:5]=1[F:18])[CH3:2], predict the reactants needed to synthesize it. The reactants are: [CH2:1]([O:3][C:4]1[CH:9]=[CH:8][C:7]([C:10]2[Se:14][C:13]([CH:15]=[O:16])=[CH:12][CH:11]=2)=[C:6]([F:17])[C:5]=1[F:18])[CH3:2].[H-].[Al+3].[Li+].[H-].[H-].[H-].O.[H][H].